From a dataset of Full USPTO retrosynthesis dataset with 1.9M reactions from patents (1976-2016). Predict the reactants needed to synthesize the given product. (1) Given the product [Cl:8][C:6]1[N:7]=[C:2]([NH:34][C:33]2[CH:35]=[CH:36][C:30]([N:27]3[CH2:26][CH2:25][C:24]([O:23][CH3:22])([O:39][CH3:40])[CH2:29][CH2:28]3)=[CH:31][C:32]=2[O:37][CH3:38])[N:3]=[C:4]([NH:9][C:10]2[CH:15]=[CH:14][CH:13]=[CH:12][C:11]=2[S:16]([CH:19]([CH3:21])[CH3:20])(=[O:18])=[O:17])[N:5]=1, predict the reactants needed to synthesize it. The reactants are: Cl[C:2]1[N:7]=[C:6]([Cl:8])[N:5]=[C:4]([NH:9][C:10]2[CH:15]=[CH:14][CH:13]=[CH:12][C:11]=2[S:16]([CH:19]([CH3:21])[CH3:20])(=[O:18])=[O:17])[N:3]=1.[CH3:22][O:23][C:24]1([O:39][CH3:40])[CH2:29][CH2:28][N:27]([C:30]2[CH:36]=[CH:35][C:33]([NH2:34])=[C:32]([O:37][CH3:38])[CH:31]=2)[CH2:26][CH2:25]1.C(N(CC)C(C)C)(C)C.C(OC(C)C)(=O)C.C(=O)([O-])[O-].[K+].[K+]. (2) The reactants are: [CH3:1][CH:2]([OH:4])[CH3:3].CC(C)([O-])C.[K+].[Br:11][C:12]1[CH:17]=[CH:16][C:15](F)=[C:14]([C:19]([F:22])([F:21])[F:20])[CH:13]=1. Given the product [Br:11][C:12]1[CH:17]=[CH:16][C:15]([O:4][CH:2]([CH3:3])[CH3:1])=[C:14]([C:19]([F:22])([F:21])[F:20])[CH:13]=1, predict the reactants needed to synthesize it. (3) The reactants are: [BH4-].[Na+].[Cl:3][C:4]1[C:21]([CH:22]=[O:23])=[CH:20][C:7]2=[C:8]([C:16]([O:18][CH3:19])=[O:17])[CH:9]=[C:10]3[C:15]([CH:14]=[N:13][CH:12]=[CH:11]3)=[C:6]2[CH:5]=1. Given the product [Cl:3][C:4]1[C:21]([CH2:22][OH:23])=[CH:20][C:7]2=[C:8]([C:16]([O:18][CH3:19])=[O:17])[CH:9]=[C:10]3[C:15]([CH:14]=[N:13][CH:12]=[CH:11]3)=[C:6]2[CH:5]=1, predict the reactants needed to synthesize it.